This data is from Forward reaction prediction with 1.9M reactions from USPTO patents (1976-2016). The task is: Predict the product of the given reaction. (1) Given the reactants CS(O[CH2:6][CH2:7][CH:8]([CH2:12][CH3:13])[CH2:9][C:10]#[CH:11])(=O)=O.[F:14][C:15]([F:25])([F:24])[CH2:16][CH2:17][S:18]([CH2:21][C:22]#[N:23])(=[O:20])=[O:19].C(=O)([O-])[O-].[K+].[K+].Cl, predict the reaction product. The product is: [CH2:7]([CH:8]([CH2:9][C:10]#[CH:11])[CH2:12][CH2:13][CH:21]([S:18]([CH2:17][CH2:16][C:15]([F:14])([F:24])[F:25])(=[O:19])=[O:20])[C:22]#[N:23])[CH3:6]. (2) Given the reactants [NH2:1][C:2]1[CH:10]=[C:9]([O:11][CH3:12])[CH:8]=[C:7]([O:13][CH3:14])[C:3]=1[C:4]([NH2:6])=[O:5].[OH:15][CH2:16][CH2:17][CH2:18][C:19]1[CH:26]=[CH:25][C:22]([CH:23]=O)=[CH:21][C:20]=1[O:27][CH3:28].OS([O-])=O.[Na+].O.C1(C)C=CC(S(O)(=O)=O)=CC=1, predict the reaction product. The product is: [OH:15][CH2:16][CH2:17][CH2:18][C:19]1[CH:26]=[CH:25][C:22]([C:23]2[NH:6][C:4](=[O:5])[C:3]3[C:2](=[CH:10][C:9]([O:11][CH3:12])=[CH:8][C:7]=3[O:13][CH3:14])[N:1]=2)=[CH:21][C:20]=1[O:27][CH3:28]. (3) Given the reactants [CH3:1][NH:2][S:3]([C:6]1[CH:11]=[CH:10][CH:9]=[C:8]([N+:12]([O-])=O)[CH:7]=1)(=[O:5])=[O:4], predict the reaction product. The product is: [CH3:1][NH:2][S:3]([C:6]1[CH:11]=[CH:10][CH:9]=[C:8]([NH2:12])[CH:7]=1)(=[O:4])=[O:5]. (4) Given the reactants Cl[C:2]1[C:11]2[C:6](=[CH:7][CH:8]=[C:9]([OH:12])[CH:10]=2)[N:5]=[CH:4][N:3]=1.[CH:13]1(O)[CH2:17][CH2:16][CH2:15][CH2:14]1.[N:19]1[C:27]2[C:22](=[N:23][CH:24]=[CH:25][CH:26]=2)[S:21][C:20]=1[NH2:28], predict the reaction product. The product is: [CH:13]1([O:12][C:9]2[CH:10]=[C:11]3[C:6](=[CH:7][CH:8]=2)[N:5]=[CH:4][N:3]=[C:2]3[NH:28][C:20]2[S:21][C:22]3[C:27]([N:19]=2)=[CH:26][CH:25]=[CH:24][N:23]=3)[CH2:17][CH2:16][CH2:15][CH2:14]1. (5) Given the reactants [NH2:1][C:2]1[CH:7]=[CH:6][C:5]([C:8](=[O:29])[CH2:9][N:10]2[C:14](=[O:15])[C:13]([C:22]3[CH:27]=[CH:26][CH:25]=[CH:24][CH:23]=3)([C:16]3[CH:21]=[CH:20][CH:19]=[CH:18][CH:17]=3)[N:12]=[C:11]2[CH3:28])=[CH:4][CH:3]=1.[CH3:30][O:31][C:32]1[CH:37]=[C:36]([O:38][CH3:39])[CH:35]=[CH:34][C:33]=1[CH2:40][C:41](Cl)=[O:42], predict the reaction product. The product is: [CH3:30][O:31][C:32]1[CH:37]=[C:36]([O:38][CH3:39])[CH:35]=[CH:34][C:33]=1[CH2:40][C:41]([NH:1][C:2]1[CH:3]=[CH:4][C:5]([C:8](=[O:29])[CH2:9][N:10]2[C:14](=[O:15])[C:13]([C:22]3[CH:23]=[CH:24][CH:25]=[CH:26][CH:27]=3)([C:16]3[CH:21]=[CH:20][CH:19]=[CH:18][CH:17]=3)[N:12]=[C:11]2[CH3:28])=[CH:6][CH:7]=1)=[O:42]. (6) Given the reactants N1C=CC=CC=1NC1C=CC=CC=1N.[Cl:15]C1C=C(C=CC=1)/C=C/C(Cl)=O.[N:27]1[CH:32]=[CH:31][CH:30]=[CH:29][C:28]=1[N:33]1[C:37]2[CH:38]=[CH:39][CH:40]=[CH:41][C:36]=2[N:35]=[C:34]1/[CH:42]=[CH:43]/[C:44]1[CH:49]=[CH:48][CH:47]=[CH:46][CH:45]=1.[ClH:50], predict the reaction product. The product is: [ClH:15].[Cl:50][C:46]1[CH:45]=[C:44]([CH:49]=[CH:48][CH:47]=1)/[CH:43]=[CH:42]/[C:34]1[N:33]([C:28]2[CH:29]=[CH:30][CH:31]=[CH:32][N:27]=2)[C:37]2[CH:38]=[CH:39][CH:40]=[CH:41][C:36]=2[N:35]=1. (7) Given the reactants [C:1]1(=[O:8])[O:7][CH2:6][CH2:5][CH2:4][CH2:3][CH2:2]1.OS(O)(=O)=O.[CH3:14][OH:15], predict the reaction product. The product is: [CH3:14][O:15][C:6](=[O:7])[CH2:5][CH2:4][CH2:3][CH2:2][CH2:1][OH:8].